This data is from Catalyst prediction with 721,799 reactions and 888 catalyst types from USPTO. The task is: Predict which catalyst facilitates the given reaction. (1) Reactant: [F:1][C:2]([F:11])([F:10])[C:3]1[CH:8]=[CH:7][C:6]([OH:9])=[CH:5][CH:4]=1.C(N(CC)CC)C.[Mg+2].[Cl-].[Cl-].[CH2:22]=[O:23].Cl. Product: [OH:9][C:6]1[CH:5]=[CH:4][C:3]([C:2]([F:10])([F:11])[F:1])=[CH:8][C:7]=1[CH:22]=[O:23]. The catalyst class is: 10. (2) Reactant: CN(C)CCCN=C=NCC.[CH:12]([NH:15][C:16]1[C:17]([NH2:22])=[CH:18][CH:19]=[CH:20][CH:21]=1)([CH3:14])[CH3:13].[N:23]([C:26]1[CH:35]=[CH:34][C:29]([C:30]([O:32][CH3:33])=[O:31])=[CH:28][CH:27]=1)=[C:24]=S. Product: [CH:12]([N:15]1[C:16]2[CH:21]=[CH:20][CH:19]=[CH:18][C:17]=2[N:22]=[C:24]1[NH:23][C:26]1[CH:35]=[CH:34][C:29]([C:30]([O:32][CH3:33])=[O:31])=[CH:28][CH:27]=1)([CH3:14])[CH3:13]. The catalyst class is: 54. (3) Reactant: [NH2:1][C:2]1[C:3]([N+:13]([O-:15])=[O:14])=[C:4]([CH:9]=[CH:10][C:11]=1[Br:12])[C:5]([O:7][CH3:8])=[O:6].[C:16](O[C:16](=[O:21])[C:17]([CH3:20])([CH3:19])[CH3:18])(=[O:21])[C:17]([CH3:20])([CH3:19])[CH3:18].S(=O)(=O)(O)O. Product: [Br:12][C:11]1[CH:10]=[CH:9][C:4]([C:5]([O:7][CH3:8])=[O:6])=[C:3]([N+:13]([O-:15])=[O:14])[C:2]=1[NH:1][C:16](=[O:21])[C:17]([CH3:20])([CH3:19])[CH3:18]. The catalyst class is: 6. (4) Reactant: COC[O:4][C:5]1[CH:10]=[CH:9][CH:8]=[C:7]([O:11]COC)[C:6]=1[C:15](=[O:19])[CH:16]([CH3:18])[CH3:17].Cl. Product: [OH:4][C:5]1[CH:10]=[CH:9][CH:8]=[C:7]([OH:11])[C:6]=1[C:15](=[O:19])[CH:16]([CH3:17])[CH3:18]. The catalyst class is: 5. (5) Reactant: C[O:2][C:3](=[O:30])[C:4]1[CH:9]=[CH:8][C:7]([CH3:10])=[C:6]([N:11]2[C:16](=[O:17])[C:15]([Cl:18])=[C:14]([O:19][CH2:20][C:21]3[CH:26]=[CH:25][C:24]([F:27])=[CH:23][C:22]=3[F:28])[N:13]=[C:12]2[CH3:29])[CH:5]=1.[OH-].[Na+]. Product: [Cl:18][C:15]1[C:16](=[O:17])[N:11]([C:6]2[CH:5]=[C:4]([CH:9]=[CH:8][C:7]=2[CH3:10])[C:3]([OH:30])=[O:2])[C:12]([CH3:29])=[N:13][C:14]=1[O:19][CH2:20][C:21]1[CH:26]=[CH:25][C:24]([F:27])=[CH:23][C:22]=1[F:28]. The catalyst class is: 7.